Dataset: Forward reaction prediction with 1.9M reactions from USPTO patents (1976-2016). Task: Predict the product of the given reaction. (1) The product is: [Cl:1][C:2]1[CH:3]=[C:4]([N:9]2[CH:13]=[CH:12][C:11]([O:14][CH2:16][CH:17]3[CH2:19][O:18]3)=[N:10]2)[CH:5]=[CH:6][C:7]=1[Cl:8]. Given the reactants [Cl:1][C:2]1[CH:3]=[C:4]([N:9]2[CH:13]=[CH:12][C:11]([OH:14])=[N:10]2)[CH:5]=[CH:6][C:7]=1[Cl:8].Cl[CH2:16][CH:17]1[CH2:19][O:18]1.C(=O)([O-])[O-].[K+].[K+].[I-].[Na+], predict the reaction product. (2) The product is: [F:42][C:39]1[CH:40]=[C:41]2[C:36](=[CH:37][CH:38]=1)[N:35]([CH3:43])[CH:34]=[C:33]2[CH2:32][CH:30]1[CH2:31][N:28]([CH2:16][CH:13]2[O:12][C:8]3=[C:9]4[C:4](=[CH:5][CH:6]=[C:7]3[O:15][CH2:14]2)[N:3]=[C:2]([CH3:1])[CH:11]=[CH:10]4)[CH2:29]1. Given the reactants [CH3:1][C:2]1[CH:11]=[CH:10][C:9]2[C:4](=[CH:5][CH:6]=[C:7]3[O:15][CH2:14][C@H:13]([CH2:16]OS(C4C=CC(Br)=CC=4)(=O)=O)[O:12][C:8]3=2)[N:3]=1.[NH:28]1[CH2:31][CH:30]([CH2:32][C:33]2[C:41]3[C:36](=[CH:37][CH:38]=[C:39]([F:42])[CH:40]=3)[N:35]([CH3:43])[CH:34]=2)[CH2:29]1, predict the reaction product. (3) Given the reactants [CH2:1]([NH:5][C:6](=[O:12])[C:7]([CH3:11])([CH3:10])[CH2:8][OH:9])[CH2:2][CH2:3][CH3:4].[N+:13]([C:16]1[CH:23]=[CH:22][CH:21]=[C:20]([N+]([O-])=O)[C:17]=1[C:18]#[N:19])([O-:15])=[O:14], predict the reaction product. The product is: [CH2:1]([NH:5][C:6](=[O:12])[C:7]([CH3:11])([CH3:10])[CH2:8][O:9][C:20]1[CH:21]=[CH:22][CH:23]=[C:16]([N+:13]([O-:15])=[O:14])[C:17]=1[C:18]#[N:19])[CH2:2][CH2:3][CH3:4]. (4) Given the reactants [CH2:1]1[C:9]2[C:4](=[CH:5][C:6]([C:10]3[N:14]([CH3:15])[N:13]=[C:12]([C:16](=O)[CH3:17])[C:11]=3[OH:19])=[CH:7][CH:8]=2)[CH2:3][CH2:2]1.[NH:20]([C:22]([C:24]1[S:28][C:27]([C:29]([NH:31][CH2:32][C:33]2[CH:38]=[CH:37][N:36]=[CH:35][CH:34]=2)=[O:30])=[CH:26][CH:25]=1)=[O:23])[NH2:21], predict the reaction product. The product is: [CH2:1]1[C:9]2[C:4](=[CH:5][C:6]([C:10]3[N:14]([CH3:15])[N:13]=[C:12]([C:16](=[N:21][NH:20][C:22]([C:24]4[S:28][C:27]([C:29]([NH:31][CH2:32][C:33]5[CH:34]=[CH:35][N:36]=[CH:37][CH:38]=5)=[O:30])=[CH:26][CH:25]=4)=[O:23])[CH3:17])[C:11]=3[OH:19])=[CH:7][CH:8]=2)[CH2:3][CH2:2]1. (5) Given the reactants Cl[C:2]1[N:9]=[C:8]([NH:10][C:11]2[CH:15]=[C:14]([CH3:16])[NH:13][N:12]=2)[CH:7]=[C:6]([CH3:17])[C:3]=1[C:4]#[N:5].Cl.[CH3:19][O:20][C:21]1[CH:30]=[CH:29][CH:28]=[CH:27][C:22]=1[O:23][CH2:24][CH2:25][NH2:26].C(=O)([O-])O.[Na+].CS(C)=O, predict the reaction product. The product is: [CH3:19][O:20][C:21]1[CH:30]=[CH:29][CH:28]=[CH:27][C:22]=1[O:23][CH2:24][CH2:25][NH:26][C:2]1[N:9]=[C:8]([NH:10][C:11]2[CH:15]=[C:14]([CH3:16])[NH:13][N:12]=2)[CH:7]=[C:6]([CH3:17])[C:3]=1[C:4]#[N:5]. (6) Given the reactants F[C:2]1[N:7]=[C:6]([NH2:8])[CH:5]=[CH:4][CH:3]=1.[CH3:9][C@@H:10]1[CH2:14][CH2:13][CH2:12][NH:11]1, predict the reaction product. The product is: [CH3:9][C@@H:10]1[CH2:14][CH2:13][CH2:12][N:11]1[C:2]1[N:7]=[C:6]([NH2:8])[CH:5]=[CH:4][CH:3]=1.